This data is from Full USPTO retrosynthesis dataset with 1.9M reactions from patents (1976-2016). The task is: Predict the reactants needed to synthesize the given product. (1) Given the product [C:1]([O:5][CH2:10][CH:8]([CH2:7][OH:6])[OH:9])(=[O:4])[CH:2]=[CH2:3], predict the reactants needed to synthesize it. The reactants are: [C:1]([OH:5])(=[O:4])[CH:2]=[CH2:3].[OH:6][CH2:7][CH:8]([CH2:10]O)[OH:9].[OH-].[K+].C1(C=CC(O)=CC=1)O. (2) Given the product [C:16]1([CH:11]2[CH2:10][CH:9]3[NH:8][CH:13]([CH2:14][CH2:15]3)[CH2:12]2)[CH:21]=[CH:20][CH:19]=[CH:18][CH:17]=1, predict the reactants needed to synthesize it. The reactants are: C([N:8]1[CH:13]2[CH2:14][CH2:15][CH:9]1[CH:10]=[C:11]([C:16]1[CH:21]=[CH:20][CH:19]=[CH:18][CH:17]=1)[CH2:12]2)C1C=CC=CC=1.C([O-])=O.[NH4+]. (3) The reactants are: C(OC(=O)[NH:7][CH2:8][C:9]1[CH:14]=[CH:13][C:12]([C:15]([N:17]2[CH2:26][CH2:25][C:24]3[N:23]=[C:22]([CH3:27])[O:21][C:20]=3[C:19]3[CH:28]=[CH:29][CH:30]=[CH:31][C:18]2=3)=[O:16])=[CH:11][C:10]=1[CH3:32])(C)(C)C.[ClH:34].O1CCOCC1. Given the product [ClH:34].[NH2:7][CH2:8][C:9]1[CH:14]=[CH:13][C:12]([C:15]([N:17]2[CH2:26][CH2:25][C:24]3[N:23]=[C:22]([CH3:27])[O:21][C:20]=3[C:19]3[CH:28]=[CH:29][CH:30]=[CH:31][C:18]2=3)=[O:16])=[CH:11][C:10]=1[CH3:32], predict the reactants needed to synthesize it.